From a dataset of Retrosynthesis with 50K atom-mapped reactions and 10 reaction types from USPTO. Predict the reactants needed to synthesize the given product. (1) Given the product O=C(c1ccc(-c2ccc3c(c2)OCO3)cc1)N1CCC[C@H]1CN1CCCC1, predict the reactants needed to synthesize it. The reactants are: O=C(c1ccc(Br)cc1)N1CCC[C@H]1CN1CCCC1.OB(O)c1ccc2c(c1)OCO2. (2) Given the product [N-]=[N+]=NC[C@@H](O)Cc1cccc(/C=C/c2c(Cl)cccc2Cl)c1, predict the reactants needed to synthesize it. The reactants are: O[C@H](CCl)Cc1cccc(/C=C/c2c(Cl)cccc2Cl)c1.[N-]=[N+]=[N-]. (3) Given the product CC(C)(C)OC(=O)N1CCC(C(Oc2cccc(Cl)n2)c2ccc(Br)cc2)CC1, predict the reactants needed to synthesize it. The reactants are: CC(C)(C)OC(=O)N1CCC(C(O)c2ccc(Br)cc2)CC1.Clc1cccc(Cl)n1. (4) Given the product CC(C)c1ccnc(NC(=S)NCCC2=CCCCC2)c1, predict the reactants needed to synthesize it. The reactants are: CC(C)c1ccnc(N)c1.S=C=NCCC1=CCCCC1. (5) Given the product COC(=O)c1cccc(F)c1NS(=O)(=O)c1nc2c(OC)ncc(Br)n2n1, predict the reactants needed to synthesize it. The reactants are: COC(=O)c1cccc(F)c1NS(=O)(=O)c1nc2c(Br)ncc(Br)n2n1.C[O-]. (6) The reactants are: NC1(C(=O)O)CCCCC1.O=C(Cl)OCc1ccccc1. Given the product O=C(NC1(C(=O)O)CCCCC1)OCc1ccccc1, predict the reactants needed to synthesize it. (7) Given the product Cc1nc2ccccc2n1C1CC2CCC(C1)N2CCC1(c2ccccc2)CCN(C(=O)c2ccc(Cl)c(S(=O)(=O)NC(=O)C(C)C)c2)CC1, predict the reactants needed to synthesize it. The reactants are: CC(C)C(=O)Cl.Cc1nc2ccccc2n1C1CC2CCC(C1)N2CCC1(c2ccccc2)CCN(C(=O)c2ccc(Cl)c(S(N)(=O)=O)c2)CC1.